This data is from Reaction yield outcomes from USPTO patents with 853,638 reactions. The task is: Predict the reaction yield, written as a fraction of the theoretical maximum amount of product (1.0 means a 100% yield; for example, 0.34 means a 34% yield). (1) The reactants are [O:1]=[C:2]1[CH2:7][O:6][CH2:5][CH:4]2[CH2:8][CH2:9][CH:10]([C:12]([O:14]C)=[O:13])[CH2:11][N:3]12.O.[OH-].[Li+]. The catalyst is O1CCCC1.O. The product is [O:1]=[C:2]1[CH2:7][O:6][CH2:5][C@H:4]2[CH2:8][CH2:9][C@@H:10]([C:12]([OH:14])=[O:13])[CH2:11][N:3]12. The yield is 0.924. (2) The reactants are [C:1]([N:8]1[C:16]2[C:11](=[CH:12][C:13]([CH2:17][NH2:18])=[CH:14][CH:15]=2)[CH:10]=[CH:9]1)([O:3][C:4]([CH3:7])([CH3:6])[CH3:5])=[O:2].[CH2:19]([O:21]C1C=C2C(=CC=1)NC(C)=C2C=O)C. No catalyst specified. The product is [C:1]([N:8]1[C:16]2[C:11](=[CH:12][C:13]([CH2:17][NH2:18])=[CH:14][CH:15]=2)[C:10]([CH:19]=[O:21])=[CH:9]1)([O:3][C:4]([CH3:7])([CH3:6])[CH3:5])=[O:2]. The yield is 0.730.